From a dataset of Drug-target binding data from BindingDB using IC50 measurements. Regression. Given a target protein amino acid sequence and a drug SMILES string, predict the binding affinity score between them. We predict pIC50 (pIC50 = -log10(IC50 in M); higher means more potent). Dataset: bindingdb_ic50. (1) The drug is O=c1c2ccccc2c2cc(C(O)(C(F)(F)F)C(F)(F)F)ccc2n1CC1CCCCC1. The target protein (Q92753) has sequence MCENQLKTKADATAQIEVIPCKICGDKSSGIHYGVITCEGCKGFFRRSQQNNASYSCPRQRNCLIDRTNRNRCQHCRLQKCLALGMSRDAVKFGRMSKKQRDSLYAEVQKHQQRLQEQRQQQSGEAEALARVYSSSISNGLSNLNNETSGTYANGHVIDLPKSEGYYNVDSGQPSPDQSGLDMTGIKQIKQEPIYDLTSVPNLFTYSSFNNGQLAPGITMTEIDRIAQNIIKSHLETCQYTMEELHQLAWQTHTYEEIKAYQSKSREALWQQCAIQITHAIQYVVEFAKRITGFMELCQNDQILLLKSGCLEVVLVRMCRAFNPLNNTVLFEGKYGGMQMFKALGSDDLVNEAFDFAKNLCSLQLTEEEIALFSSAVLISPDRAWLIEPRKVQKLQEKIYFALQHVIQKNHLDDETLAKLIAKIPTITAVCNLHGEKLQVFKQSHPEIVNTLFPPLYKELFNPDCATGCK. The pIC50 is 5.1. (2) The compound is O=C(CCl)c1scc(Br)c1Br. The target is XTSFAESXKPVQQPSAFGS. The pIC50 is 6.3. (3) The drug is C[C@]12CCCN1CC1=NNC(=O)c3cc(F)cc4[nH]c2c1c34. The target protein sequence is MSLLFLAMAPKPKPWVQTEGPEKKKGRQAGREEDPFRSTAEALKAIPAEKRIIRVDPTCPLSSNPGTQVYEDYNCTLNQTNIENNNNKFYIIQLLQDSNRFFTCWNHWGRVGEVGQSKINHFTRLEDAKKDFEKKFREKTKNNWAERDHFVSHPGKYTLIEVQAEDEAQEAVVKVDRGPVRTVTKRVQPCSLDPATQKLITNIFSKEMFKNTMALMDLDVKKMPLGKLSKQQIARGFEALEALEEALKGPTDGGQSLEELSSHFYTVIPHNFGHSQPPPINSPELLQAKKDMLLVLADIELAQALQAVSEQEKTVEEVPHPLDRDYQLLKCQLQLLDSGAPEYKVIQTYLEQTGSNHRCPTLQHIWKVNQEGEEDRFQAHSKLGNRKLLWHGTNMAVVAAILTSGLRIMPHSGGRVGKGIYFASENSKSAGYVIGMKCGAHHVGYMFLGEVALGREHHINTDNPSLKSPPPGFDSVIARGHTEPDPTQDTELELDGQQVV.... The pIC50 is 6.7. (4) The drug is CCN(C(=O)Cn1c(C(=O)N[C@H]2CC[C@H](C(=O)OC)CC2)cc2sccc21)c1cccc(CC(C)C)c1. The target protein (Q9GV45) has sequence MAYSTLFIIALTAVVTQASSTQKSNLTFTLADFVGDWQQTAGYNQDQVLEQGGLSSLFQALGVSVTPIQKVVLSGENGLKADIHVIIPYEGLSGFQMGLIEMIFKVVYPVDDHHFKIILHYGTLVIDGVTPNMIDYFGRPYPGIAVFDGKQITVTGTLWNGNKIYDERLINPDGSLLFRVTINGVTGWRLCENILA. The pIC50 is 7.6. (5) The drug is Cc1cc2c(-c3cccc4[nH]ncc34)cnc(NC3CCNCC3)c2[nH]c1=O. The target protein (O60885) has sequence MSAESGPGTRLRNLPVMGDGLETSQMSTTQAQAQPQPANAASTNPPPPETSNPNKPKRQTNQLQYLLRVVLKTLWKHQFAWPFQQPVDAVKLNLPDYYKIIKTPMDMGTIKKRLENNYYWNAQECIQDFNTMFTNCYIYNKPGDDIVLMAEALEKLFLQKINELPTEETEIMIVQAKGRGRGRKETGTAKPGVSTVPNTTQASTPPQTQTPQPNPPPVQATPHPFPAVTPDLIVQTPVMTVVPPQPLQTPPPVPPQPQPPPAPAPQPVQSHPPIIAATPQPVKTKKGVKRKADTTTPTTIDPIHEPPSLPPEPKTTKLGQRRESSRPVKPPKKDVPDSQQHPAPEKSSKVSEQLKCCSGILKEMFAKKHAAYAWPFYKPVDVEALGLHDYCDIIKHPMDMSTIKSKLEAREYRDAQEFGADVRLMFSNCYKYNPPDHEVVAMARKLQDVFEMRFAKMPDEPEEPVVAVSSPAVPPPTKVVAPPSSSDSSSDSSSDSDSST.... The pIC50 is 6.9.